From a dataset of Reaction yield outcomes from USPTO patents with 853,638 reactions. Predict the reaction yield, written as a fraction of the theoretical maximum amount of product (1.0 means a 100% yield; for example, 0.34 means a 34% yield). (1) The reactants are Cl.[Cl:2][C:3]1[CH:4]=[C:5]([F:13])[C:6]([O:11][CH3:12])=[C:7]([NH:9]N)[CH:8]=1.[CH:14](=O)[CH:15]([CH3:17])[CH3:16].OS(O)(=O)=O.[BH4-].[Na+]. The catalyst is C(O)C.C(Cl)Cl.O.CO. The product is [Cl:2][C:3]1[CH:4]=[C:5]([F:13])[C:6]([O:11][CH3:12])=[C:7]2[C:8]=1[C:15]([CH3:17])([CH3:16])[CH2:14][NH:9]2. The yield is 0.395. (2) The reactants are Br[CH:2]=[CH:3][CH3:4].[CH:5]1[CH:6]=[CH:7][C:8]([C:27]([OH:29])=[O:28])=[C:9]([C:11]2[C:21]3[CH:22]=[CH:23][C:24]([OH:26])=[CH:25][C:20]=3[O:19][C:18]3[C:12]=2[CH:13]=[CH:14][C:15]([CH:17]=3)=[O:16])[CH:10]=1.C([O-])([O-])=O.[K+].[K+]. The catalyst is CN(C=O)C. The product is [CH2:4]([O:29][C:27](=[O:28])[C:8]1[CH:7]=[CH:6][CH:5]=[CH:10][C:9]=1[C:11]1[C:12]2[C:18]([O:19][C:20]3[C:21]=1[CH:22]=[CH:23][C:24](=[O:26])[CH:25]=3)=[CH:17][C:15]([OH:16])=[CH:14][CH:13]=2)[CH:3]=[CH2:2]. The yield is 0.210. (3) The reactants are C[Si]([N-][Si](C)(C)C)(C)C.[K+].[CH3:11][C:12]1[NH:17][C:16]([CH3:18])=[C:15]([C:19]([O:21][CH3:22])=[O:20])[CH:14]([C:23]2[CH:24]=[CH:25][CH:26]=[CH:27][C:28]=2[N+:29]([O-:31])=[O:30])[C:13]=1[C:32]([O:34][CH3:35])=[O:33].Cl[C:37]([O:39][CH:40]([O:47][C:48](=[O:52])[CH:49]([CH3:51])[CH3:50])[C:41]([O:43][CH:44]([CH3:46])[CH3:45])=[O:42])=[O:38].[Cl-].[NH4+]. The catalyst is C1(C)C=CC=CC=1.C1COCC1. The product is [CH3:18][C:16]1[N:17]([C:37]([O:39][CH:40]([O:47][C:48](=[O:52])[CH:49]([CH3:51])[CH3:50])[C:41]([O:43][CH:44]([CH3:46])[CH3:45])=[O:42])=[O:38])[C:12]([CH3:11])=[C:13]([C:32]([O:34][CH3:35])=[O:33])[CH:14]([C:23]2[CH:24]=[CH:25][CH:26]=[CH:27][C:28]=2[N+:29]([O-:31])=[O:30])[C:15]=1[C:19]([O:21][CH3:22])=[O:20]. The yield is 0.120. (4) The reactants are [Si]([O:8][C:9]1[CH:14]=[CH:13][C:12]([C:15](=O)[CH2:16][C:17](=O)[C:18]([F:21])([F:20])[F:19])=[CH:11][C:10]=1[CH2:24][CH3:25])(C(C)(C)C)(C)C.Cl.F[C:28]1[CH:33]=[C:32]([S:34]([CH3:37])(=[O:36])=[O:35])[CH:31]=[CH:30][C:29]=1[NH:38][NH2:39].O.[F-:41].C([N+](CCCC)(CCCC)CCCC)CCC. The catalyst is C(O)C. The product is [CH2:24]([C:10]1[CH:11]=[C:12]([C:15]2[N:38]([C:29]3[CH:30]=[CH:31][C:32]([S:34]([CH3:37])(=[O:36])=[O:35])=[C:33]([F:41])[CH:28]=3)[N:39]=[C:17]([C:18]([F:19])([F:20])[F:21])[CH:16]=2)[CH:13]=[CH:14][C:9]=1[OH:8])[CH3:25]. The yield is 0.160. (5) The reactants are [CH3:1][C:2]1[C:6]([CH2:7][OH:8])=[CH:5][N:4]([C:9]2[CH:14]=[CH:13][CH:12]=[CH:11][N:10]=2)[N:3]=1.[O:15]=[CH:16][C:17]1[CH:25]=[CH:24][C:22](O)=[C:19]([O:20][CH3:21])[CH:18]=1.C(P(CCCC)CCCC)CCC.N(C(N1CCCCC1)=O)=NC(N1CCCCC1)=O. The catalyst is O1CCCC1. The product is [CH3:21][O:20][C:19]1[CH:18]=[C:17]([CH:25]=[CH:24][C:22]=1[O:8][CH2:7][C:6]1[C:2]([CH3:1])=[N:3][N:4]([C:9]2[CH:14]=[CH:13][CH:12]=[CH:11][N:10]=2)[CH:5]=1)[CH:16]=[O:15]. The yield is 0.770. (6) The catalyst is C(#N)C.O. The product is [Br:13][C:14]1[C:22]2[S:21][N:20]=[CH:19][C:18]=2[CH:17]=[C:16]([I:28])[CH:15]=1. The yield is 0.500. The reactants are O.C1(C)C=CC(S(O)(=O)=O)=CC=1.[Br:13][C:14]1[C:22]2[S:21][N:20]=[CH:19][C:18]=2[CH:17]=[C:16](N)[CH:15]=1.N([O-])=O.[Na+].[I-:28].[K+].C(=O)(O)[O-].[Na+].S([O-])([O-])(=O)=S.[Na+].[Na+]. (7) The reactants are [Na].[NH2:2][C:3]1[N:8]=[C:7]([NH2:9])[CH:6]=[C:5](Cl)[N:4]=1.[Na+].[Cl-].[CH2:13]([OH:17])[CH:14]([CH3:16])[CH3:15]. No catalyst specified. The yield is 0.750. The product is [CH3:15][CH:14]([CH3:16])[CH2:13][O:17][C:5]1[N:4]=[C:3]([NH2:2])[N:8]=[C:7]([NH2:9])[CH:6]=1.